Dataset: Forward reaction prediction with 1.9M reactions from USPTO patents (1976-2016). Task: Predict the product of the given reaction. (1) Given the reactants [CH3:1][C@@H:2]1[CH2:7][NH:6][CH2:5][CH2:4][NH:3]1.Br[C:9]1[S:10][CH:11]=[CH:12][N:13]=1.C1(C2C=CC=CC=2)C=CC=CC=1P(C(C)(C)C)C(C)(C)C.C(=O)([O-])[O-].[Cs+].[Cs+], predict the reaction product. The product is: [CH3:1][CH:2]1[NH:3][CH2:4][CH2:5][N:6]([C:9]2[S:10][CH:11]=[CH:12][N:13]=2)[CH2:7]1. (2) Given the reactants [CH2:1]1[O:3][C@H:2]1[CH2:4]Cl.[CH:6]1([C:12]2[CH:17]=[CH:16][C:15]([OH:18])=[CH:14][CH:13]=2)[CH2:11][CH2:10][CH2:9][CH2:8][CH2:7]1.C(=O)([O-])[O-].[Cs+].[Cs+].O, predict the reaction product. The product is: [CH:6]1([C:12]2[CH:13]=[CH:14][C:15]([O:18][CH2:4][CH:2]3[CH2:1][O:3]3)=[CH:16][CH:17]=2)[CH2:7][CH2:8][CH2:9][CH2:10][CH2:11]1. (3) Given the reactants [Br:1][C:2]1[N:3]=[C:4]([CH:22]2[CH2:24][CH2:23]2)[N:5]([CH2:14][O:15][CH2:16][CH2:17][Si:18]([CH3:21])([CH3:20])[CH3:19])[C:6]=1[C:7]1[CH:12]=[CH:11][N:10]=[C:9](Cl)[N:8]=1.[NH2:25][CH2:26][CH2:27][C:28]#N.C(N(C(C)C)CC)(C)C.C([O-])([O-])=O.[Na+].[Na+], predict the reaction product. The product is: [Br:1][C:2]1[N:3]=[C:4]([CH:22]2[CH2:24][CH2:23]2)[N:5]([CH2:14][O:15][CH2:16][CH2:17][Si:18]([CH3:21])([CH3:20])[CH3:19])[C:6]=1[C:7]1[CH:12]=[CH:11][N:10]=[C:9]([CH2:28][CH2:27][C:26]#[N:25])[N:8]=1. (4) Given the reactants Br[C:2]1[C:11]2[C:6](=[CH:7][C:8]([F:13])=[CH:9][C:10]=2[F:12])[N:5]=[C:4]([N:14]2[CH2:19][CH2:18][N:17]([CH2:20][CH3:21])[C:16](=[O:22])[CH2:15]2)[C:3]=1[CH3:23].[O:24]1[CH2:29][CH2:28][N:27]([C:30]2[C:35]([NH2:36])=[CH:34][C:33]([N:37]3[CH2:42][CH2:41][O:40][CH2:39][CH2:38]3)=[CH:32][N:31]=2)[CH2:26][CH2:25]1.[C:43]1(C)C=CC=CC=1, predict the reaction product. The product is: [O:24]1[CH2:29][CH2:28][N:27]([C:30]2[C:35]([NH:36][C:2]3[C:11]4[C:6](=[CH:7][C:8]([F:13])=[CH:9][C:10]=4[F:12])[N:5]=[C:4]([N:14]4[CH2:19][CH2:18][N:17]([CH2:20][CH2:21][CH3:43])[C:16](=[O:22])[CH2:15]4)[C:3]=3[CH3:23])=[CH:34][C:33]([N:37]3[CH2:38][CH2:39][O:40][CH2:41][CH2:42]3)=[CH:32][N:31]=2)[CH2:26][CH2:25]1. (5) Given the reactants I[C:2]1[N:3]=[N:4][C:5]([C:8]#[C:9][C:10]2[CH:15]=[CH:14][CH:13]=[CH:12][CH:11]=2)=[CH:6][CH:7]=1.[CH3:16][C:17]1([CH3:24])[CH2:22][CH2:21][NH:20][C:19](=[O:23])[CH2:18]1.C1(P(C2C=CC=CC=2)C2C3OC4C(=CC=CC=4P(C4C=CC=CC=4)C4C=CC=CC=4)C(C)(C)C=3C=CC=2)C=CC=CC=1, predict the reaction product. The product is: [CH3:16][C:17]1([CH3:24])[CH2:22][CH2:21][N:20]([C:2]2[N:3]=[N:4][C:5]([C:8]#[C:9][C:10]3[CH:15]=[CH:14][CH:13]=[CH:12][CH:11]=3)=[CH:6][CH:7]=2)[C:19](=[O:23])[CH2:18]1. (6) Given the reactants Br[CH2:2][CH:3]1[CH2:6][CH2:5][CH2:4]1.[ClH:7].Cl.[CH:9]1[CH:18]=[CH:17][C:16]2[CH2:19][CH2:20][CH2:21][N:14]3[C:15]=2[C:10]=1[C@H:11]1[CH2:24][NH:23][CH2:22][C@H:12]1[CH2:13]3, predict the reaction product. The product is: [ClH:7].[ClH:7].[CH:3]1([CH2:2][N:23]2[CH2:24][C@H:11]3[C@H:12]([CH2:13][N:14]4[CH2:21][CH2:20][CH2:19][C:16]5[CH:17]=[CH:18][CH:9]=[C:10]3[C:15]4=5)[CH2:22]2)[CH2:6][CH2:5][CH2:4]1. (7) The product is: [F:33][C:29]1[CH:30]=[CH:31][CH:32]=[C:4]([F:3])[C:5]=1[CH2:6][O:7][C:8]1[C:9]2[N:10]([C:15]([C:19]3[O:23][N:22]=[C:21]([CH2:24][OH:25])[CH:20]=3)=[C:16]([CH3:18])[N:17]=2)[CH:11]=[C:12]([CH3:14])[CH:13]=1. Given the reactants [BH4-].[Na+].[F:3][C:4]1[CH:32]=[CH:31][CH:30]=[C:29]([F:33])[C:5]=1[CH2:6][O:7][C:8]1[C:9]2[N:10]([C:15]([C:19]3[O:23][N:22]=[C:21]([C:24](OCC)=[O:25])[CH:20]=3)=[C:16]([CH3:18])[N:17]=2)[CH:11]=[C:12]([CH3:14])[CH:13]=1, predict the reaction product.